This data is from Peptide-MHC class II binding affinity with 134,281 pairs from IEDB. The task is: Regression. Given a peptide amino acid sequence and an MHC pseudo amino acid sequence, predict their binding affinity value. This is MHC class II binding data. The peptide sequence is DALTLRTATNIWIDH. The MHC is DRB1_0901 with pseudo-sequence DRB1_0901. The binding affinity (normalized) is 0.532.